From a dataset of Catalyst prediction with 721,799 reactions and 888 catalyst types from USPTO. Predict which catalyst facilitates the given reaction. (1) The catalyst class is: 2. Product: [CH3:1][O:2][C:3]1[CH:4]=[C:5]2[C:10](=[CH:11][C:12]=1[O:13][CH3:14])[N:9]=[CH:8][N:7]=[C:6]2[O:15][C:16]1[CH:22]=[CH:21][C:19]([NH:20][C:41](=[O:47])[O:42][CH2:43][C:36]2[CH:35]=[C:57]([O:59][CH3:60])[CH:56]=[CH:53][C:54]=2[O:55][CH3:23])=[CH:18][CH:17]=1. Reactant: [CH3:1][O:2][C:3]1[CH:4]=[C:5]2[C:10](=[CH:11][C:12]=1[O:13][CH3:14])[N:9]=[CH:8][N:7]=[C:6]2[O:15][C:16]1[CH:22]=[CH:21][C:19]([NH2:20])=[CH:18][CH:17]=1.[C:23]1(C)C=CC=CC=1.C(N([CH2:35][CH3:36])CC)C.ClC(Cl)(O[C:41](=[O:47])[O:42][C:43](Cl)(Cl)Cl)Cl.COC1C=[C:53]([CH:56]=[C:57]([O:59][CH3:60])C=1)[CH2:54][OH:55]. (2) Reactant: [CH:1]([NH:4][C:5]1[O:6][C:7]([C:10]2[CH:11]=[C:12]3[C:16](=[CH:17][CH:18]=2)[NH:15][CH:14]=[C:13]3[N+:19]([O-])=O)=[N:8][N:9]=1)([CH3:3])[CH3:2].NN. Product: [NH2:19][C:13]1[C:12]2[C:16](=[CH:17][CH:18]=[C:10]([C:7]3[O:6][C:5]([NH:4][CH:1]([CH3:3])[CH3:2])=[N:9][N:8]=3)[CH:11]=2)[NH:15][CH:14]=1. The catalyst class is: 94. (3) Reactant: [NH2:1][C:2]1[CH:7]=[C:6]([Cl:8])[CH:5]=[CH:4][N:3]=1.C(N([CH2:14][CH3:15])CC)C.Cl[C:17]([O:19][C:20]1[CH:25]=[CH:24][CH:23]=[CH:22][CH:21]=1)=[O:18]. Product: [Cl:8][C:6]1[CH:5]=[CH:4][N:3]=[C:2]([N:1]([C:17]([O:19][C:15]2[CH:14]=[CH:22][CH:21]=[CH:20][CH:25]=2)=[O:18])[C:17](=[O:18])[O:19][C:20]2[CH:25]=[CH:24][CH:23]=[CH:22][CH:21]=2)[CH:7]=1. The catalyst class is: 7. (4) Reactant: [CH2:1](I)[CH3:2].C([O-])([O-])=O.[K+].[K+].[CH:10]1([CH2:13][O:14][C:15]2[C:16]([C:26]3[C:35]4[C:30](=[CH:31][CH:32]=[CH:33][CH:34]=4)[C:29](=[O:36])[N:28]([CH3:37])[CH:27]=3)=[N:17][C:18]([NH:21][S:22]([CH3:25])(=[O:24])=[O:23])=[N:19][CH:20]=2)[CH2:12][CH2:11]1. Product: [CH:10]1([CH2:13][O:14][C:15]2[C:16]([C:26]3[C:35]4[C:30](=[CH:31][CH:32]=[CH:33][CH:34]=4)[C:29](=[O:36])[N:28]([CH3:37])[CH:27]=3)=[N:17][C:18]([N:21]([CH2:1][CH3:2])[S:22]([CH3:25])(=[O:24])=[O:23])=[N:19][CH:20]=2)[CH2:12][CH2:11]1. The catalyst class is: 23. (5) Reactant: [C:1]([NH:4][C:5]1[S:9][C:8]2[C:10]([O:15][CH2:16][CH2:17][N:18]([CH2:21][CH3:22])[CH2:19][CH3:20])=[C:11](Br)[CH:12]=[CH:13][C:7]=2[C:6]=1[C:23]([O:25][CH2:26][CH3:27])=[O:24])(=[O:3])[CH3:2].[CH3:28][O:29][C:30]1[CH:35]=[CH:34][C:33](B(O)O)=[CH:32][CH:31]=1.P([O-])([O-])([O-])=O.[K+].[K+].[K+]. Product: [C:1]([NH:4][C:5]1[S:9][C:8]2[C:10]([O:15][CH2:16][CH2:17][N:18]([CH2:21][CH3:22])[CH2:19][CH3:20])=[C:11]([C:33]3[CH:34]=[CH:35][C:30]([O:29][CH3:28])=[CH:31][CH:32]=3)[CH:12]=[CH:13][C:7]=2[C:6]=1[C:23]([O:25][CH2:26][CH3:27])=[O:24])(=[O:3])[CH3:2]. The catalyst class is: 47. (6) Reactant: OC([C:4]([F:7])([F:6])[F:5])=O.[CH3:8][O:9][C:10]([NH:12][C@@H:13]([CH:49]([CH3:51])[CH3:50])[C:14]([N:16]1[CH2:20][C@@H:19]([CH3:21])[CH2:18][C@H:17]1[C:22]1[NH:23][C:24]2[CH:34]=[CH:33][C:32]3[C:27](=[CH:28][CH:29]=[C:30]([C:35]4[CH:43]=[CH:42][C:38]([C:39](O)=[O:40])=[CH:37][C:36]=4[O:44]C(F)(F)F)[CH:31]=3)[C:25]=2[N:26]=1)=[O:15])=[O:11].CN(C(ON1N=NC2C=CC=NC1=2)=[N+](C)C)C.F[P-](F)(F)(F)(F)F.[C:76]([O:80][C:81]([N:83]1[CH2:88][CH2:87][N:86]([C:89]2[CH:94]=[CH:93][C:92]([NH2:95])=[CH:91][N:90]=2)[C@H:85]([CH3:96])[CH2:84]1)=[O:82])([CH3:79])([CH3:78])[CH3:77].CCN(C(C)C)C(C)C. Product: [C:76]([O:80][C:81]([N:83]1[CH2:88][CH2:87][N:86]([C:89]2[CH:94]=[CH:93][C:92]([NH:95][C:39](=[O:40])[C:38]3[CH:42]=[CH:43][C:35]([C:30]4[CH:31]=[C:32]5[C:27](=[CH:28][CH:29]=4)[C:25]4[N:26]=[C:22]([C@@H:17]6[CH2:18][C@H:19]([CH3:21])[CH2:20][N:16]6[C:14](=[O:15])[C@@H:13]([NH:12][C:10]([O:9][CH3:8])=[O:11])[CH:49]([CH3:50])[CH3:51])[NH:23][C:24]=4[CH:34]=[CH:33]5)=[C:36]([O:44][C:4]([F:5])([F:6])[F:7])[CH:37]=3)=[CH:91][N:90]=2)[C@H:85]([CH3:96])[CH2:84]1)=[O:82])([CH3:79])([CH3:77])[CH3:78]. The catalyst class is: 44.